This data is from Reaction yield outcomes from USPTO patents with 853,638 reactions. The task is: Predict the reaction yield, written as a fraction of the theoretical maximum amount of product (1.0 means a 100% yield; for example, 0.34 means a 34% yield). The reactants are [C:1]([O:5][C:6]([N:8]1[CH2:13][CH2:12][CH:11]([C:14]2[S:15][CH2:16][CH:17]([C:19]([O:21][CH2:22][CH3:23])=[O:20])[N:18]=2)[CH2:10][CH2:9]1)=[O:7])([CH3:4])([CH3:3])[CH3:2]. The catalyst is C1(C)C=CC=CC=1.O=[Mn]=O. The product is [C:1]([O:5][C:6]([N:8]1[CH2:9][CH2:10][CH:11]([C:14]2[S:15][CH:16]=[C:17]([C:19]([O:21][CH2:22][CH3:23])=[O:20])[N:18]=2)[CH2:12][CH2:13]1)=[O:7])([CH3:4])([CH3:3])[CH3:2]. The yield is 0.300.